This data is from Full USPTO retrosynthesis dataset with 1.9M reactions from patents (1976-2016). The task is: Predict the reactants needed to synthesize the given product. (1) Given the product [Cl:31][CH2:2][C:3]1[S:7][C:6]([C:8]2[NH:9][C:10]3[C:15]([CH:16]=2)=[CH:14][CH:13]=[CH:12][C:11]=3[N:17]([CH:26]([CH3:28])[CH3:27])[S:18]([C:21]2[S:22][CH:23]=[CH:24][CH:25]=2)(=[O:20])=[O:19])=[N:5][CH:4]=1, predict the reactants needed to synthesize it. The reactants are: O[CH2:2][C:3]1[S:7][C:6]([C:8]2[NH:9][C:10]3[C:15]([CH:16]=2)=[CH:14][CH:13]=[CH:12][C:11]=3[N:17]([CH:26]([CH3:28])[CH3:27])[S:18]([C:21]2[S:22][CH:23]=[CH:24][CH:25]=2)(=[O:20])=[O:19])=[N:5][CH:4]=1.S(Cl)([Cl:31])=O.O1CCCC1. (2) Given the product [C:26]([CH2:28][C:29]1([N:40]2[CH:44]=[C:43]([C:2]3[CH:7]=[N:6][N:5]4[C:8]([C:11]5[CH:16]=[CH:15][CH:14]=[C:13]([NH:17][C:18]([NH:20][CH2:21][C:22]([F:25])([F:24])[F:23])=[O:19])[CH:12]=5)=[CH:9][N:10]=[C:4]4[CH:3]=3)[CH:42]=[N:41]2)[CH2:32][N:31]([C:33]([O:35][C:36]([CH3:39])([CH3:38])[CH3:37])=[O:34])[CH2:30]1)#[N:27], predict the reactants needed to synthesize it. The reactants are: Cl[C:2]1[CH:7]=[N:6][N:5]2[C:8]([C:11]3[CH:12]=[C:13]([NH:17][C:18]([NH:20][CH2:21][C:22]([F:25])([F:24])[F:23])=[O:19])[CH:14]=[CH:15][CH:16]=3)=[CH:9][N:10]=[C:4]2[CH:3]=1.[C:26]([CH2:28][C:29]1([N:40]2[CH:44]=[C:43](B3OC(C)(C)C(C)(C)O3)[CH:42]=[N:41]2)[CH2:32][N:31]([C:33]([O:35][C:36]([CH3:39])([CH3:38])[CH3:37])=[O:34])[CH2:30]1)#[N:27].C(=O)([O-])[O-].[K+].[K+]. (3) Given the product [C:1]([O:5][C:6](=[O:17])[NH:7][C:8]1[CH:13]=[C:12]([CH3:14])[CH:11]=[CH:10][C:9]=1[CH2:15][C:30]1[CH:29]=[C:28]([F:33])[C:27]([N:34]2[CH2:35][C:36](=[O:50])[N:37]([CH2:41][O:42][CH2:43][C:44]3[CH:49]=[CH:48][CH:47]=[CH:46][CH:45]=3)[S:38]2(=[O:40])=[O:39])=[C:26]([O:25][CH2:18][C:19]2[CH:24]=[CH:23][CH:22]=[CH:21][CH:20]=2)[CH:31]=1)([CH3:4])([CH3:3])[CH3:2], predict the reactants needed to synthesize it. The reactants are: [C:1]([O:5][C:6](=[O:17])[NH:7][C:8]1[CH:13]=[C:12]([CH3:14])[CH:11]=[CH:10][C:9]=1[CH2:15]I)([CH3:4])([CH3:3])[CH3:2].[CH2:18]([O:25][C:26]1[CH:31]=[C:30](I)[CH:29]=[C:28]([F:33])[C:27]=1[N:34]1[S:38](=[O:40])(=[O:39])[N:37]([CH2:41][O:42][CH2:43][C:44]2[CH:49]=[CH:48][CH:47]=[CH:46][CH:45]=2)[C:36](=[O:50])[CH2:35]1)[C:19]1[CH:24]=[CH:23][CH:22]=[CH:21][CH:20]=1.